Predict the reaction yield, written as a fraction of the theoretical maximum amount of product (1.0 means a 100% yield; for example, 0.34 means a 34% yield). From a dataset of Reaction yield outcomes from USPTO patents with 853,638 reactions. (1) The reactants are [Cl:1][C:2]1[N:3]=[C:4](Cl)[C:5]2[CH2:10][CH2:9][CH:8]([C:11]3[CH:16]=[CH:15][C:14]([Cl:17])=[CH:13][CH:12]=3)[C:6]=2[N:7]=1.C[CH2:20][N:21](C(C)C)C(C)C. The catalyst is CO. The product is [Cl:1][C:2]1[N:3]=[C:4]([NH:21][CH3:20])[C:5]2[CH2:10][CH2:9][CH:8]([C:11]3[CH:16]=[CH:15][C:14]([Cl:17])=[CH:13][CH:12]=3)[C:6]=2[N:7]=1. The yield is 0.343. (2) The reactants are Cl[C:2]1[C:11]2[C:6](=[CH:7][C:8]([S:12]([N:15]([C:25]3[CH:29]=[CH:28][O:27][N:26]=3)[CH2:16][C:17]3[CH:22]=[CH:21][C:20]([O:23][CH3:24])=[CH:19][CH:18]=3)(=[O:14])=[O:13])=[CH:9][CH:10]=2)[N:5]=[CH:4][N:3]=1.[Br:30][C:31]1[C:36]([Cl:37])=[CH:35][C:34](B(O)O)=[C:33]([O:41][CH3:42])[CH:32]=1.C(=O)([O-])[O-].[K+].[K+].O1CCOCC1. The catalyst is C(OCC)(=O)C.C1C=CC([P]([Pd]([P](C2C=CC=CC=2)(C2C=CC=CC=2)C2C=CC=CC=2)([P](C2C=CC=CC=2)(C2C=CC=CC=2)C2C=CC=CC=2)[P](C2C=CC=CC=2)(C2C=CC=CC=2)C2C=CC=CC=2)(C2C=CC=CC=2)C2C=CC=CC=2)=CC=1.O. The product is [Br:30][C:31]1[C:36]([Cl:37])=[CH:35][C:34]([C:2]2[C:11]3[C:6](=[CH:7][C:8]([S:12]([N:15]([C:25]4[CH:29]=[CH:28][O:27][N:26]=4)[CH2:16][C:17]4[CH:22]=[CH:21][C:20]([O:23][CH3:24])=[CH:19][CH:18]=4)(=[O:13])=[O:14])=[CH:9][CH:10]=3)[N:5]=[CH:4][N:3]=2)=[C:33]([O:41][CH3:42])[CH:32]=1. The yield is 0.650. (3) The reactants are [NH:1]1[CH:5]=[CH:4][CH:3]=[N:2]1.Br[C:7]1[C:16]2[C:11](=[CH:12][CH:13]=[C:14]([O:17][CH3:18])[CH:15]=2)[C:10]([OH:19])=[N:9][CH:8]=1. No catalyst specified. The product is [CH3:18][O:17][C:14]1[CH:15]=[C:16]2[C:11](=[CH:12][CH:13]=1)[C:10]([OH:19])=[N:9][CH:8]=[C:7]2[N:1]1[CH:5]=[CH:4][CH:3]=[N:2]1. The yield is 0.116.